This data is from Reaction yield outcomes from USPTO patents with 853,638 reactions. The task is: Predict the reaction yield, written as a fraction of the theoretical maximum amount of product (1.0 means a 100% yield; for example, 0.34 means a 34% yield). The reactants are CCN(C(C)C)C(C)C.OC(C(F)(F)F)=O.[NH2:17][CH2:18][C:19]([N:21]1[CH2:26][CH2:25][N:24]([C:27](=[O:38])[C:28]2[CH:33]=[CH:32][CH:31]=[CH:30][C:29]=2[C:34]([F:37])([F:36])[F:35])[CH2:23][CH2:22]1)=[O:20].C1C=CC2N(O)N=NC=2C=1.CCN=C=NCCCN(C)C.Cl.[C:61]1([C:67]2[CH:68]=[C:69]([C:72](O)=[O:73])[S:70][CH:71]=2)[CH:66]=[CH:65][CH:64]=[CH:63][CH:62]=1. The catalyst is CN(C=O)C.O. The product is [O:20]=[C:19]([N:21]1[CH2:22][CH2:23][N:24]([C:27](=[O:38])[C:28]2[CH:33]=[CH:32][CH:31]=[CH:30][C:29]=2[C:34]([F:37])([F:35])[F:36])[CH2:25][CH2:26]1)[CH2:18][NH:17][C:72]([C:69]1[S:70][CH:71]=[C:67]([C:61]2[CH:62]=[CH:63][CH:64]=[CH:65][CH:66]=2)[CH:68]=1)=[O:73]. The yield is 0.357.